From a dataset of Forward reaction prediction with 1.9M reactions from USPTO patents (1976-2016). Predict the product of the given reaction. (1) Given the reactants Br[C:2]1[CH:3]=[C:4]([C:8]2[N:13]=[C:12]([C:14]3[CH:19]=[CH:18][C:17]([Cl:20])=[CH:16][CH:15]=3)[CH:11]=[C:10]([CH3:21])[N:9]=2)[CH:5]=[CH:6][CH:7]=1.[C:22]([NH:26][S:27]([C:30]1[CH:31]=[C:32](B(O)O)[CH:33]=[CH:34][CH:35]=1)(=[O:29])=[O:28])([CH3:25])([CH3:24])[CH3:23], predict the reaction product. The product is: [C:22]([NH:26][S:27]([C:30]1[CH:35]=[C:34]([C:2]2[CH:7]=[CH:6][CH:5]=[C:4]([C:8]3[N:13]=[C:12]([C:14]4[CH:19]=[CH:18][C:17]([Cl:20])=[CH:16][CH:15]=4)[CH:11]=[C:10]([CH3:21])[N:9]=3)[CH:3]=2)[CH:33]=[CH:32][CH:31]=1)(=[O:29])=[O:28])([CH3:25])([CH3:23])[CH3:24]. (2) Given the reactants Cl.CN(C)CCCN=C=NCC.[N:13]1[NH:14][N:15]=[C:16]([CH2:18][C:19]([NH2:21])=[O:20])[CH:17]=1.N[CH2:23][CH2:24][C:25]([N:27]1[CH2:46][CH2:45][C:30]2[N:31]=[C:32]([NH:35][CH:36]3[CH2:44][C:43]4[C:38](=[CH:39][CH:40]=[CH:41][CH:42]=4)[CH2:37]3)[N:33]=[CH:34][C:29]=2[CH2:28]1)=[O:26], predict the reaction product. The product is: [CH2:37]1[C:38]2[C:43](=[CH:42][CH:41]=[CH:40][CH:39]=2)[CH2:44][CH:36]1[NH:35][C:32]1[N:33]=[CH:34][C:29]2[CH2:28][N:27]([C:25](=[O:26])[CH2:24][CH2:23][NH:21][C:19](=[O:20])[CH2:18][C:16]3[NH:15][N:14]=[N:13][CH:17]=3)[CH2:46][CH2:45][C:30]=2[N:31]=1.